From a dataset of Reaction yield outcomes from USPTO patents with 853,638 reactions. Predict the reaction yield, written as a fraction of the theoretical maximum amount of product (1.0 means a 100% yield; for example, 0.34 means a 34% yield). (1) The product is [CH2:5]([NH:7][C:8]([N:10]1[CH:15]([C:16]2[N:17]=[CH:18][O:19][C:20]=2[C:21]2[CH:26]=[CH:25][CH:24]=[CH:23][CH:22]=2)[C:14]([C:28]#[N:29])=[C:13]([CH3:30])[NH:12][C:11]1=[O:31])=[O:9])[CH3:6]. The reactants are C([O-])=O.[NH4+].[CH2:5]([NH:7][C:8]([N:10]1[CH:15]([C:16]2[N:17]=[CH:18][O:19][C:20]=2[C:21]2[CH:26]=[CH:25][C:24](Cl)=[CH:23][CH:22]=2)[C:14]([C:28]#[N:29])=[C:13]([CH3:30])[NH:12][C:11]1=[O:31])=[O:9])[CH3:6]. The catalyst is [Pd].C(#N)C. The yield is 0.450. (2) The reactants are [CH2:1]([O:3][C:4]([C:6]1[CH:10]=[C:9]([C:11]2[CH:16]=[CH:15][C:14]([O:17]CC3C=CC=CC=3)=[CH:13][N:12]=2)[N:8]([C:25]2[CH:26]=[N:27][C:28]([CH3:31])=[CH:29][CH:30]=2)[N:7]=1)=[O:5])[CH3:2].[H][H]. The catalyst is C(O)C.C(OCC)(=O)C.[C].[Pd]. The product is [CH2:1]([O:3][C:4]([C:6]1[CH:10]=[C:9]([C:11]2[CH:16]=[CH:15][C:14]([OH:17])=[CH:13][N:12]=2)[N:8]([C:25]2[CH:26]=[N:27][C:28]([CH3:31])=[CH:29][CH:30]=2)[N:7]=1)=[O:5])[CH3:2]. The yield is 0.950. (3) The reactants are Cl.CN[O:4][CH3:5].Cl.C[N:8](C)[CH2:9][CH2:10][CH2:11][N:12]=[C:13]=NCC.[OH2:18].O[N:20]1[C:24]2C=CC=C[C:23]=2N=N1.C(N(CC)CC)C. The catalyst is CN(C)C=O. The product is [CH3:5][O:4][N:12]([CH3:13])[C:11]([C:10]1[CH:23]=[CH:24][N:20]=[N:8][CH:9]=1)=[O:18]. The yield is 0.940. (4) The reactants are C(O[C@@H:5]1[O:18][C@H:17]([CH2:19][O:20][C:21](=[O:23])[CH3:22])[C@H:12]([O:13][C:14](=[O:16])[CH3:15])[C@H:7]([O:8][C:9](=[O:11])[CH3:10])[C@H:6]1[N:24]1[C:28](=[O:29])[C:27]2=[CH:30][CH:31]=[CH:32][CH:33]=[C:26]2[C:25]1=[O:34])(=O)C.[C:35]1(C)[C:40]([SH:41])=[CH:39][CH:38]=[CH:37][CH:36]=1.B(F)(F)F.[CH3:47]COCC. The catalyst is C(Cl)Cl. The product is [C:9]([O:8][C@H:7]1[C@@H:12]([O:13][C:14](=[O:16])[CH3:15])[C@@H:17]([CH2:19][O:20][C:21](=[O:23])[CH3:22])[O:18][C@@H:5]([S:41][C:40]2[CH:35]=[CH:36][C:37]([CH3:47])=[CH:38][CH:39]=2)[C@@H:6]1[N:24]1[C:25](=[O:34])[C:26]2=[CH:33][CH:32]=[CH:31][CH:30]=[C:27]2[C:28]1=[O:29])(=[O:11])[CH3:10]. The yield is 0.830.